Dataset: Reaction yield outcomes from USPTO patents with 853,638 reactions. Task: Predict the reaction yield, written as a fraction of the theoretical maximum amount of product (1.0 means a 100% yield; for example, 0.34 means a 34% yield). (1) The reactants are [CH:1]([C:4]1[C:5]([O:17][CH2:18][CH2:19][CH3:20])=[C:6]([CH:14]=[CH:15][CH:16]=1)[CH2:7][N:8]([CH3:13])[C:9](=[O:12])[CH:10]=[CH2:11])([CH3:3])[CH3:2].C(N(C(C)C)CC)(C)C.Br[C:31]1[CH:42]=[N:41][C:34]2[NH:35][C:36](=[O:40])[CH2:37][NH:38][CH2:39][C:33]=2[CH:32]=1.CC1C=CC=CC=1P(C1C=CC=CC=1C)C1C=CC=CC=1C. The catalyst is C(#N)CC.CN(C=O)C.CC([O-])=O.CC([O-])=O.[Pd+2]. The product is [CH:1]([C:4]1[C:5]([O:17][CH2:18][CH2:19][CH3:20])=[C:6]([CH:14]=[CH:15][CH:16]=1)[CH2:7][N:8]([CH3:13])[C:9](=[O:12])/[CH:10]=[CH:11]/[C:31]1[CH:42]=[N:41][C:34]2[NH:35][C:36](=[O:40])[CH2:37][NH:38][CH2:39][C:33]=2[CH:32]=1)([CH3:3])[CH3:2]. The yield is 0.330. (2) The reactants are [NH:1]1[CH2:5][CH2:4][CH2:3][CH2:2]1.[Cl:6][C:7]1[C:30]([F:31])=[CH:29][CH:28]=[C:27]([F:32])[C:8]=1[CH2:9][N:10]1[CH2:15][CH2:14][NH:13][C:12]2[N:16]=[CH:17][C:18]([C:20]3[CH:25]=[CH:24][N:23]=[C:22](Cl)[CH:21]=3)=[CH:19][C:11]1=2. No catalyst specified. The product is [Cl:6][C:7]1[C:30]([F:31])=[CH:29][CH:28]=[C:27]([F:32])[C:8]=1[CH2:9][N:10]1[CH2:15][CH2:14][NH:13][C:12]2[N:16]=[CH:17][C:18]([C:20]3[CH:21]=[CH:22][N:23]=[C:24]([N:1]4[CH2:5][CH2:4][CH2:3][CH2:2]4)[CH:25]=3)=[CH:19][C:11]1=2. The yield is 0.350. (3) The reactants are [CH3:1][O:2][C:3]1[N:8]=[CH:7][C:6](B(O)O)=[CH:5][CH:4]=1.[F:12][C:13]1[CH:14]=[C:15]([CH:17]=[CH:18][CH:19]=1)[NH2:16].O.O=[CH:22][C:23]([OH:25])=[O:24]. The catalyst is C(#N)C. The product is [F:12][C:13]1[CH:14]=[C:15]([NH:16][CH:22]([C:6]2[CH:7]=[N:8][C:3]([O:2][CH3:1])=[CH:4][CH:5]=2)[C:23]([OH:25])=[O:24])[CH:17]=[CH:18][CH:19]=1. The yield is 0.133. (4) The yield is 0.560. The catalyst is CC(N(C)C)=O. The product is [Cl:16][C:17]1[CH:22]=[C:21]([O:8][C:5]2[CH:6]=[CH:7][C:2]([NH2:1])=[CH:3][C:4]=2[CH3:9])[CH:20]=[CH:19][N:18]=1. The reactants are [NH2:1][C:2]1[CH:7]=[CH:6][C:5]([OH:8])=[C:4]([CH3:9])[CH:3]=1.CC(C)([O-])C.[K+].[Cl:16][C:17]1[CH:22]=[C:21](Cl)[CH:20]=[CH:19][N:18]=1. (5) The reactants are [C:1]([O:5][C:6]([NH:8][CH:9]([C:15]([O:17][CH2:18][CH3:19])=[O:16])[C:10]([O:12][CH2:13][CH3:14])=[O:11])=[O:7])([CH3:4])([CH3:3])[CH3:2].C(=O)([O-])[O-].[K+].[K+].Br[CH2:27][C:28]([O:30][CH2:31][C:32]1[CH:37]=[CH:36][CH:35]=[CH:34][CH:33]=1)=[O:29].Cl. The catalyst is CN(C=O)C. The product is [C:1]([O:5][C:6]([NH:8][C:9]([CH2:27][C:28]([O:30][CH2:31][C:32]1[CH:37]=[CH:36][CH:35]=[CH:34][CH:33]=1)=[O:29])([C:10]([O:12][CH2:13][CH3:14])=[O:11])[C:15]([O:17][CH2:18][CH3:19])=[O:16])=[O:7])([CH3:4])([CH3:2])[CH3:3]. The yield is 0.850.